From a dataset of Full USPTO retrosynthesis dataset with 1.9M reactions from patents (1976-2016). Predict the reactants needed to synthesize the given product. (1) Given the product [CH3:1][N:2]1[CH2:15][CH2:14][C:5]2[N:6]([CH2:18][C:19]([C:22]3[O:26][CH:25]=[N:24][CH:23]=3)([OH:20])[CH3:21])[C:7]3[CH:8]=[CH:9][C:10]([CH3:13])=[CH:11][C:12]=3[C:4]=2[CH2:3]1, predict the reactants needed to synthesize it. The reactants are: [CH3:1][N:2]1[CH2:15][CH2:14][C:5]2[NH:6][C:7]3[CH:8]=[CH:9][C:10]([CH3:13])=[CH:11][C:12]=3[C:4]=2[CH2:3]1.[H-].[Na+].[CH3:18][C:19]1([C:22]2[O:26][CH:25]=[N:24][CH:23]=2)[CH2:21][O:20]1. (2) Given the product [C:1]([O:4][C:5]1[CH:6]=[CH:12][C:29]([CH:28]=[CH2:27])=[CH:30][CH:31]=1)(=[O:3])[CH3:2].[C:13]([O:15][C:30]([CH3:29])([CH3:31])[CH3:1])(=[O:14])[C:12]([CH3:18])=[CH2:17].[C:13]([O:15][CH2:16][C:28]1[CH:27]=[CH:26][CH:31]=[CH:30][CH:29]=1)(=[O:14])[CH:12]=[CH2:17], predict the reactants needed to synthesize it. The reactants are: [C:1]([O:4][CH2:5][CH2:6]OCC)(=[O:3])[CH3:2].N([C:12]([CH3:18])([CH3:17])[C:13]([O:15][CH3:16])=[O:14])=N[C:12]([CH3:18])([CH3:17])[C:13]([O:15][CH3:16])=[O:14].[CH3:26][CH2:27][CH2:28][CH2:29][CH2:30][CH3:31].